The task is: Predict the product of the given reaction.. This data is from Forward reaction prediction with 1.9M reactions from USPTO patents (1976-2016). (1) Given the reactants [Cl:1][C:2]1[CH:7]=[CH:6][C:5]([C:8]2[C:9]3[C:22]([NH:23][CH3:24])=[N:21][CH:20]=[CH:19][C:10]=3[C:11]3[C:17]([CH3:18])=[N:16][O:15][C:12]=3[CH2:13][N:14]=2)=[CH:4][CH:3]=1.[CH2:25](N)C, predict the reaction product. The product is: [Cl:1][C:2]1[CH:7]=[CH:6][C:5]([C:8]2[C:9]3[C:22]([NH:23][CH2:24][CH3:25])=[N:21][CH:20]=[CH:19][C:10]=3[C:11]3[C:17]([CH3:18])=[N:16][O:15][C:12]=3[CH2:13][N:14]=2)=[CH:4][CH:3]=1. (2) Given the reactants [H-].[Al+3].[Li+].[H-].[H-].[H-].[Cl-].[Al+3].[Cl-].[Cl-].[CH2:11]([N:18]1[CH2:24][CH2:23][C:22]([C:35]2[CH:40]=[CH:39][C:38]([Cl:41])=[C:37]([Cl:42])[CH:36]=2)([CH2:25][O:26][C:27]2[CH:32]=[CH:31][C:30]([O:33][CH3:34])=[CH:29][CH:28]=2)[O:21][CH2:20][C:19]1=O)[C:12]1[CH:17]=[CH:16][CH:15]=[CH:14][CH:13]=1, predict the reaction product. The product is: [CH2:11]([N:18]1[CH2:24][CH2:23][C:22]([C:35]2[CH:40]=[CH:39][C:38]([Cl:41])=[C:37]([Cl:42])[CH:36]=2)([CH2:25][O:26][C:27]2[CH:32]=[CH:31][C:30]([O:33][CH3:34])=[CH:29][CH:28]=2)[O:21][CH2:20][CH2:19]1)[C:12]1[CH:13]=[CH:14][CH:15]=[CH:16][CH:17]=1. (3) The product is: [CH:14]([C:17]1[CH:23]=[CH:22][C:20]([NH:21][CH2:8][C:7]2[CH:10]=[CH:11][C:4]([O:3][C:2]([F:13])([F:12])[F:1])=[CH:5][CH:6]=2)=[CH:19][CH:18]=1)([CH3:16])[CH3:15]. Given the reactants [F:1][C:2]([F:13])([F:12])[O:3][C:4]1[CH:11]=[CH:10][C:7]([CH:8]=O)=[CH:6][CH:5]=1.[CH:14]([C:17]1[CH:23]=[CH:22][C:20]([NH2:21])=[CH:19][CH:18]=1)([CH3:16])[CH3:15], predict the reaction product. (4) Given the reactants [NH2:1][C:2]1[C:11]([C:12]([O:14]CC)=[O:13])=[CH:10][C:9]2[C:4](=[CH:5][CH:6]=[CH:7][CH:8]=2)[N:3]=1.Cl, predict the reaction product. The product is: [NH2:1][C:2]1[C:11]([C:12]([OH:14])=[O:13])=[CH:10][C:9]2[C:4](=[CH:5][CH:6]=[CH:7][CH:8]=2)[N:3]=1. (5) The product is: [CH2:13]([C:2]1[S:19][C:18]([NH2:20])=[N:17][C:3]=1[C:5]1[CH:10]=[CH:9][C:8]([O:11][CH3:12])=[CH:7][CH:6]=1)[CH2:14][CH2:15][CH3:16]. Given the reactants Br[CH:2]([CH2:13][CH2:14][CH2:15][CH3:16])[C:3]([C:5]1[CH:10]=[CH:9][C:8]([O:11][CH3:12])=[CH:7][CH:6]=1)=O.[NH2:17][C:18]([NH2:20])=[S:19].C([O-])(=O)C.[Na+], predict the reaction product. (6) Given the reactants [CH3:1][N:2]([CH3:20])[CH2:3][CH2:4][CH2:5][O:6][C:7]1[CH:12]=[CH:11][C:10]([NH2:13])=[CH:9][C:8]=1[C:14]1[N:15]([CH3:19])[N:16]=[CH:17][CH:18]=1.[F:21][C:22]1[CH:27]=[C:26]([F:28])[CH:25]=[CH:24][C:23]=1[N:29]=[C:30]=[O:31], predict the reaction product. The product is: [F:21][C:22]1[CH:27]=[C:26]([F:28])[CH:25]=[CH:24][C:23]=1[NH:29][C:30]([NH:13][C:10]1[CH:11]=[CH:12][C:7]([O:6][CH2:5][CH2:4][CH2:3][N:2]([CH3:1])[CH3:20])=[C:8]([C:14]2[N:15]([CH3:19])[N:16]=[CH:17][CH:18]=2)[CH:9]=1)=[O:31]. (7) Given the reactants [C:1]([NH:9][CH:10]([C:17]1[CH:22]=[CH:21][CH:20]=[C:19]([NH:23][S:24]([C:27]2[CH:32]=[CH:31][CH:30]=[C:29]([N+:33]([O-])=O)[CH:28]=2)(=[O:26])=[O:25])[CH:18]=1)[CH2:11][C:12]([O:14][CH2:15][CH3:16])=[O:13])(=[O:8])[C:2]1[CH:7]=[CH:6][CH:5]=[CH:4][CH:3]=1.[Sn](Cl)Cl, predict the reaction product. The product is: [NH2:33][C:29]1[CH:28]=[C:27]([S:24]([NH:23][C:19]2[CH:18]=[C:17]([CH:10]([NH:9][C:1](=[O:8])[C:2]3[CH:7]=[CH:6][CH:5]=[CH:4][CH:3]=3)[CH2:11][C:12]([O:14][CH2:15][CH3:16])=[O:13])[CH:22]=[CH:21][CH:20]=2)(=[O:25])=[O:26])[CH:32]=[CH:31][CH:30]=1. (8) Given the reactants [Br-:1].[CH:2]1([C:8]([OH:34])([C:28]2[CH:33]=[CH:32][CH:31]=[CH:30][CH:29]=2)[C:9]([O:11][CH:12]2[CH2:17][CH2:16][CH2:15][CH2:14][N+:13]2([CH2:19][C:20](=[O:27])[NH:21][C:22]2[CH:26]=[CH:25][O:24][N:23]=2)[CH3:18])=[O:10])[CH2:7][CH2:6][CH2:5][CH2:4][CH2:3]1.[C:35](O)(=O)C(C1C=CC=CC=1)(C1C=CC=CC=1)O, predict the reaction product. The product is: [Br-:1].[OH:34][C:8]([C:28]1[CH:33]=[CH:32][CH:31]=[CH:30][CH:29]=1)([C:2]1[CH:7]=[CH:6][CH:5]=[CH:4][CH:3]=1)[C:9]([O:11][CH2:12][C@@H:17]1[CH2:16][CH2:15][CH2:14][N+:13]([CH2:19][C:20](=[O:27])[NH:21][C:22]2[CH:26]=[CH:25][O:24][N:23]=2)([CH3:35])[CH2:18]1)=[O:10]. (9) Given the reactants [C:1]([C:4]1[C:5]([NH:13][C:14](=O)[C:15]2[CH:20]=[C:19]([O:21][CH3:22])[CH:18]=[C:17]([O:23][CH2:24][C:25]3[CH:30]=[CH:29][CH:28]=[CH:27][CH:26]=3)[CH:16]=2)=[CH:6][C:7]2[O:11][CH2:10][O:9][C:8]=2[CH:12]=1)(=[O:3])[CH3:2].[OH-].[Na+], predict the reaction product. The product is: [CH2:24]([O:23][C:17]1[CH:16]=[C:15]([C:14]2[CH2:2][C:1](=[O:3])[C:4]3[C:5](=[CH:6][C:7]4[O:11][CH2:10][O:9][C:8]=4[CH:12]=3)[N:13]=2)[CH:20]=[C:19]([O:21][CH3:22])[CH:18]=1)[C:25]1[CH:26]=[CH:27][CH:28]=[CH:29][CH:30]=1. (10) Given the reactants [I:1][C:2]1[CH:10]=[CH:9][CH:8]=[C:4]([C:5]([OH:7])=O)[C:3]=1[C:11]([OH:13])=[O:12], predict the reaction product. The product is: [I:1][C:2]1[C:3]2[C:11](=[O:12])[O:13][C:5](=[O:7])[C:4]=2[CH:8]=[CH:9][CH:10]=1.